This data is from Catalyst prediction with 721,799 reactions and 888 catalyst types from USPTO. The task is: Predict which catalyst facilitates the given reaction. (1) Reactant: [CH3:1][C:2]1[CH:7]=[CH:6][CH:5]=[C:4]([CH3:8])[C:3]=1[NH:9][C:10](=[O:32])[CH2:11][N:12]1[CH2:17][CH2:16][N:15]([CH2:18][CH:19]([OH:31])[CH2:20][O:21][CH:22]2CC3C(=CC=CC=3)C2)[CH2:14][CH2:13]1.[CH3:33][O:34][C:35]1[CH:42]=[CH:41][CH:40]=[CH:39][C:36]=1CO. Product: [CH3:1][C:2]1[CH:7]=[CH:6][CH:5]=[C:4]([CH3:8])[C:3]=1[NH:9][C:10](=[O:32])[CH2:11][N:12]1[CH2:13][CH2:14][N:15]([CH2:18][CH:19]([OH:31])[CH2:20][O:21][CH2:22][C:36]2[CH:39]=[CH:40][CH:41]=[CH:42][C:35]=2[O:34][CH3:33])[CH2:16][CH2:17]1. The catalyst class is: 41. (2) Reactant: F[C:2]1[C:11]([N+:12]([O-:14])=[O:13])=[CH:10][C:5]([C:6]([O:8][CH3:9])=[O:7])=[C:4]([CH:15]=[CH2:16])[CH:3]=1.[C:17]([NH2:21])([CH3:20])([CH3:19])[CH3:18]. Product: [C:17]([NH:21][C:2]1[C:11]([N+:12]([O-:14])=[O:13])=[CH:10][C:5]([C:6]([O:8][CH3:9])=[O:7])=[C:4]([CH:15]=[CH2:16])[CH:3]=1)([CH3:20])([CH3:19])[CH3:18]. The catalyst class is: 17. (3) Reactant: C(OC([N:8]1[CH2:13][CH2:12][N:11]([CH2:14][CH2:15][CH2:16][Cl:17])[CH2:10][CH2:9]1)=O)(C)(C)C.O. Product: [ClH:17].[ClH:17].[Cl:17][CH2:16][CH2:15][CH2:14][N:11]1[CH2:12][CH2:13][NH:8][CH2:9][CH2:10]1. The catalyst class is: 818. (4) Reactant: C(O[C:6](=[O:12])[O:7][C:8]([CH3:11])([CH3:10])[CH3:9])(C)(C)C.[NH2:13][CH2:14][C@H:15]([OH:17])[CH3:16]. Product: [C:8]([O:7][C:6](=[O:12])[NH:13][CH2:14][C@H:15]([OH:17])[CH3:16])([CH3:9])([CH3:10])[CH3:11]. The catalyst class is: 34. (5) Reactant: C[C:2]([O:15][CH3:16])([C:6]([CH3:14])([C:8]1[CH:13]=[CH:12][CH:11]=[CH:10][CH:9]=1)[CH3:7])[C:3]([OH:5])=[O:4].O.O.[OH-].[Li+]. Product: [CH3:16][O:15][CH:2]([C:6]([CH3:14])([C:8]1[CH:9]=[CH:10][CH:11]=[CH:12][CH:13]=1)[CH3:7])[C:3]([OH:5])=[O:4]. The catalyst class is: 111. (6) Reactant: [NH2:1][C:2]1[C:9]([OH:10])=[C:8]([F:11])[C:7]([C:12]2[CH:17]=[CH:16][CH:15]=[CH:14][CH:13]=2)=[C:6]([CH3:18])[C:3]=1[C:4]#[N:5].C(N(CC)CC)C.[CH:26]1([C:30](Cl)=[O:31])[CH2:29][CH2:28][CH2:27]1.C(O)(=O)CC(CC(O)=O)(C(O)=O)O. Product: [CH:26]1([C:30]([O:10][C:9]2[C:8]([F:11])=[C:7]([C:12]3[CH:13]=[CH:14][CH:15]=[CH:16][CH:17]=3)[C:6]([CH3:18])=[C:3]([C:4]#[N:5])[C:2]=2[NH2:1])=[O:31])[CH2:29][CH2:28][CH2:27]1. The catalyst class is: 10.